This data is from Ames mutagenicity test results for genotoxicity prediction. The task is: Regression/Classification. Given a drug SMILES string, predict its toxicity properties. Task type varies by dataset: regression for continuous values (e.g., LD50, hERG inhibition percentage) or binary classification for toxic/non-toxic outcomes (e.g., AMES mutagenicity, cardiotoxicity, hepatotoxicity). Dataset: ames. (1) The drug is CCC(C)NC(=O)C=Cc1ccc([N+](=O)[O-])o1. The result is 1 (mutagenic). (2) The molecule is COC(=O)C1(C(N)=O)OC1(C)C(O)C(C)C. The result is 1 (mutagenic). (3) The compound is CCOC(=O)C(C)(C)Oc1ccc(Cl)cc1. The result is 0 (non-mutagenic). (4) The drug is CCC(C)Nc1ccc(NC(C)CC)cc1. The result is 0 (non-mutagenic). (5) The drug is CN(C)CCNC(=O)c1cccc2c1Oc1ccccc1O2. The result is 1 (mutagenic).